Dataset: Catalyst prediction with 721,799 reactions and 888 catalyst types from USPTO. Task: Predict which catalyst facilitates the given reaction. Reactant: [CH2:1]([OH:6])[CH2:2][CH2:3][CH:4]=[CH2:5].C(N(CC)CC)C.[C:14]([Si:18](Cl)([C:25]1[CH:30]=[CH:29][CH:28]=[CH:27][CH:26]=1)[C:19]1[CH:24]=[CH:23][CH:22]=[CH:21][CH:20]=1)([CH3:17])([CH3:16])[CH3:15]. Product: [CH3:15][C:14]([CH3:17])([CH3:16])[Si:18]([O:6][CH2:1][CH2:2][CH2:3][CH:4]=[CH2:5])([C:25]1[CH:30]=[CH:29][CH:28]=[CH:27][CH:26]=1)[C:19]1[CH:24]=[CH:23][CH:22]=[CH:21][CH:20]=1. The catalyst class is: 119.